This data is from NCI-60 drug combinations with 297,098 pairs across 59 cell lines. The task is: Regression. Given two drug SMILES strings and cell line genomic features, predict the synergy score measuring deviation from expected non-interaction effect. Drug 1: C1CC(=O)NC(=O)C1N2CC3=C(C2=O)C=CC=C3N. Drug 2: CC1=C2C(C(=O)C3(C(CC4C(C3C(C(C2(C)C)(CC1OC(=O)C(C(C5=CC=CC=C5)NC(=O)OC(C)(C)C)O)O)OC(=O)C6=CC=CC=C6)(CO4)OC(=O)C)O)C)O. Cell line: SW-620. Synergy scores: CSS=19.6, Synergy_ZIP=-11.0, Synergy_Bliss=-12.2, Synergy_Loewe=-55.3, Synergy_HSA=-9.03.